Task: Predict which catalyst facilitates the given reaction.. Dataset: Catalyst prediction with 721,799 reactions and 888 catalyst types from USPTO (1) Reactant: [NH2:1][C:2]1[CH:29]=[CH:28][C:5]([C:6]([N:8]2[CH2:13][CH2:12][N:11]([CH2:14][C:15]3[CH:16]=[C:17]([CH:25]=[CH:26][CH:27]=3)[C:18]([NH:20][C:21]([CH3:24])([CH3:23])[CH3:22])=[O:19])[CH2:10][CH2:9]2)=[O:7])=[CH:4][CH:3]=1.C(N(CC)CC)C.[C:37](Cl)(=[O:44])[C:38]1[CH:43]=[CH:42][CH:41]=[CH:40][CH:39]=1.O. Product: [C:37]([NH:1][C:2]1[CH:29]=[CH:28][C:5]([C:6]([N:8]2[CH2:13][CH2:12][N:11]([CH2:14][C:15]3[CH:16]=[C:17]([CH:25]=[CH:26][CH:27]=3)[C:18]([NH:20][C:21]([CH3:24])([CH3:23])[CH3:22])=[O:19])[CH2:10][CH2:9]2)=[O:7])=[CH:4][CH:3]=1)(=[O:44])[C:38]1[CH:43]=[CH:42][CH:41]=[CH:40][CH:39]=1. The catalyst class is: 4. (2) Reactant: [CH3:1][C:2]1[C:7]([NH2:8])=[CH:6][CH:5]=[C:4]([N:9]2[CH2:13][CH2:12][C@H:11]([N:14]3[CH2:18][CH2:17][CH2:16][C@@H:15]3[CH3:19])[CH2:10]2)[N:3]=1.[C:20]1([C:30](Cl)=[O:31])[C:29]2[C:24](=[CH:25][CH:26]=[CH:27][CH:28]=2)[CH:23]=[CH:22][CH:21]=1. Product: [CH3:1][C:2]1[C:7]([NH:8][C:30]([C:20]2[C:29]3[C:24](=[CH:25][CH:26]=[CH:27][CH:28]=3)[CH:23]=[CH:22][CH:21]=2)=[O:31])=[CH:6][CH:5]=[C:4]([N:9]2[CH2:13][CH2:12][C@H:11]([N:14]3[CH2:18][CH2:17][CH2:16][C@@H:15]3[CH3:19])[CH2:10]2)[N:3]=1. The catalyst class is: 272. (3) Reactant: [CH3:1][C:2]([C:8]1[CH:13]=[C:12]([N:14]2[CH2:19][CH2:18][O:17][CH2:16][CH2:15]2)[N:11]=[C:10]([C:20]2[CH:25]=[CH:24][C:23]([NH:26]C(=O)OC(C)(C)C)=[CH:22][CH:21]=2)[N:9]=1)([S:4]([CH3:7])(=[O:6])=[O:5])[CH3:3].FC(F)(F)C(O)=O. Product: [CH3:3][C:2]([C:8]1[CH:13]=[C:12]([N:14]2[CH2:19][CH2:18][O:17][CH2:16][CH2:15]2)[N:11]=[C:10]([C:20]2[CH:21]=[CH:22][C:23]([NH2:26])=[CH:24][CH:25]=2)[N:9]=1)([S:4]([CH3:7])(=[O:5])=[O:6])[CH3:1]. The catalyst class is: 2. (4) Reactant: [Cl-].[Al+3].[Cl-].[Cl-].[S:5]1[C:10]2[CH:11]=[CH:12][CH:13]=[CH:14][C:9]=2[NH:8][C:7](=[O:15])[CH2:6]1.[Br:16][CH:17]([CH3:21])[C:18](Br)=[O:19]. Product: [Br:16][CH:17]([CH3:21])[C:18]([C:12]1[CH:13]=[CH:14][C:9]2[NH:8][C:7](=[O:15])[CH2:6][S:5][C:10]=2[CH:11]=1)=[O:19]. The catalyst class is: 2. (5) Reactant: [NH:1]1[C:9]2[C:4](=[CH:5][CH:6]=[CH:7][CH:8]=2)[C:3]([CH2:10][C@H:11]([NH:18]C(=O)OCC2C=CC=CC=2)[C:12]2[O:13][C:14](=[O:17])[NH:15][N:16]=2)=[CH:2]1. Product: [NH2:18][C@H:11]([C:12]1[O:13][C:14](=[O:17])[NH:15][N:16]=1)[CH2:10][C:3]1[C:4]2[C:9](=[CH:8][CH:7]=[CH:6][CH:5]=2)[NH:1][CH:2]=1. The catalyst class is: 312.